From a dataset of NCI-60 drug combinations with 297,098 pairs across 59 cell lines. Regression. Given two drug SMILES strings and cell line genomic features, predict the synergy score measuring deviation from expected non-interaction effect. Drug 1: CC12CCC3C(C1CCC2O)C(CC4=C3C=CC(=C4)O)CCCCCCCCCS(=O)CCCC(C(F)(F)F)(F)F. Drug 2: C1CN(CCN1C(=O)CCBr)C(=O)CCBr. Cell line: EKVX. Synergy scores: CSS=4.79, Synergy_ZIP=-1.92, Synergy_Bliss=1.10, Synergy_Loewe=-1.84, Synergy_HSA=-0.707.